This data is from Forward reaction prediction with 1.9M reactions from USPTO patents (1976-2016). The task is: Predict the product of the given reaction. Given the reactants N([O-])=O.[Na+].N[C:6]1[CH:7]=[C:8]([CH:16]([CH2:25][CH:26]2[CH2:31][CH2:30][O:29][CH2:28][CH2:27]2)[C:17]([NH:19][C:20]2[S:21][CH:22]=[CH:23][N:24]=2)=[O:18])[CH:9]=[CH:10][C:11]=1[S:12]([CH3:15])(=[O:14])=[O:13].[ClH:32], predict the reaction product. The product is: [Cl:32][C:6]1[CH:7]=[C:8]([CH:16]([CH2:25][CH:26]2[CH2:31][CH2:30][O:29][CH2:28][CH2:27]2)[C:17]([NH:19][C:20]2[S:21][CH:22]=[CH:23][N:24]=2)=[O:18])[CH:9]=[CH:10][C:11]=1[S:12]([CH3:15])(=[O:14])=[O:13].